From a dataset of Full USPTO retrosynthesis dataset with 1.9M reactions from patents (1976-2016). Predict the reactants needed to synthesize the given product. (1) Given the product [P:2]([O:10][CH2:11][C@H:12]1[O:16][C@@:15]([Si:38]([CH3:40])([CH3:39])[CH3:37])([N:17]2[C:26]3[N:25]=[CH:24][N:23]=[C:21]([NH2:22])[C:20]=3[N:19]=[CH:18]2)[C@H:14]([OH:27])[C@@H:13]1[OH:28])([O:5][P:6]([OH:8])([OH:9])=[O:7])(=[O:3])[OH:4], predict the reactants needed to synthesize it. The reactants are: [Na+].[P:2]([O:10][CH2:11][C@H:12]1[O:16][C@@H:15]([N:17]2[C:26]3[N:25]=[CH:24][N:23]=[C:21]([NH2:22])[C:20]=3[N:19]=[CH:18]2)[C@H:14]([OH:27])[C@@H:13]1[OH:28])([O:5][P:6]([O-:9])([O-:8])=[O:7])(=[O:4])[O-:3].[Na+].[Na+].N1C=CC=CC=1.[CH3:37][Si:38](Cl)([CH3:40])[CH3:39]. (2) Given the product [CH3:16][C:14](=[CH2:15])[C:13]([O:12][CH2:11][CH2:10][O:9][CH2:1]/[CH:2]=[CH:3]/[CH2:4][CH2:5][CH2:6][CH:7]=[CH2:8])=[O:17], predict the reactants needed to synthesize it. The reactants are: [CH2:1]([O:9][CH2:10][CH2:11][OH:12])[CH:2]=[CH:3][CH2:4][CH2:5][CH2:6][CH:7]=[CH2:8].[C:13](OC)(=[O:17])[C:14]([CH3:16])=[CH2:15]. (3) The reactants are: C(O)(C(F)(F)F)=O.C(OC(=O)[NH:14][C@@H:15]1[CH2:24][CH2:23][C:22]2[C:17](=[CH:18][CH:19]=[C:20]([CH:25]=[CH2:26])[CH:21]=2)[CH2:16]1)(C)(C)C. Given the product [CH:25]([C:20]1[CH:21]=[C:22]2[C:17](=[CH:18][CH:19]=1)[CH2:16][C@H:15]([NH2:14])[CH2:24][CH2:23]2)=[CH2:26], predict the reactants needed to synthesize it. (4) Given the product [NH:3]1[C:11]2[C:6](=[CH:7][C:8]([NH:12][C:13]3[C:14]4[S:21][C:20]([C:22]5[CH:29]=[CH:28][C:25]([CH2:26][NH:2][CH3:1])=[CH:24][CH:23]=5)=[CH:19][C:15]=4[N:16]=[CH:17][N:18]=3)=[CH:9][CH:10]=2)[CH:5]=[CH:4]1, predict the reactants needed to synthesize it. The reactants are: [CH3:1][NH2:2].[NH:3]1[C:11]2[C:6](=[CH:7][C:8]([NH:12][C:13]3[C:14]4[S:21][C:20]([C:22]5[CH:29]=[CH:28][C:25]([CH:26]=O)=[CH:24][CH:23]=5)=[CH:19][C:15]=4[N:16]=[CH:17][N:18]=3)=[CH:9][CH:10]=2)[CH:5]=[CH:4]1.Cl. (5) Given the product [CH2:1]([N:5]([CH2:6][C:7]1[CH:12]=[CH:11][CH:10]=[C:9]([O:13][CH3:14])[C:8]=1[O:15][CH3:16])[C:28](=[O:29])[CH2:27][O:26][C:25]1[CH:24]=[CH:23][C:22]([CH2:21][C@H:20]([O:19][CH2:17][CH3:18])[C:33]([O:35][CH2:36][CH3:37])=[O:34])=[CH:32][CH:31]=1)[CH2:2][CH2:3][CH3:4], predict the reactants needed to synthesize it. The reactants are: [CH2:1]([NH:5][CH2:6][C:7]1[CH:12]=[CH:11][CH:10]=[C:9]([O:13][CH3:14])[C:8]=1[O:15][CH3:16])[CH2:2][CH2:3][CH3:4].[CH2:17]([O:19][C@H:20]([C:33]([O:35][CH2:36][CH3:37])=[O:34])[CH2:21][C:22]1[CH:32]=[CH:31][C:25]([O:26][CH2:27][C:28](O)=[O:29])=[CH:24][CH:23]=1)[CH3:18].C(N(CC)C(C)C)(C)C.F[B-](F)(F)F.N1(OC(N(C)C)=[N+](C)C)C2C=CC=CC=2N=N1. (6) Given the product [F:1][C:2]1[CH:10]=[C:9]2[C:5]([CH:6]=[N:7][NH:8]2)=[CH:4][C:3]=1[NH:11][C:12]1[C:13]2[C:20]([C:21]([NH:27][CH:25]([CH3:26])[CH3:24])=[O:22])=[CH:19][NH:18][C:14]=2[N:15]=[CH:16][N:17]=1, predict the reactants needed to synthesize it. The reactants are: [F:1][C:2]1[CH:10]=[C:9]2[C:5]([CH:6]=[N:7][NH:8]2)=[CH:4][C:3]=1[NH:11][C:12]1[C:13]2[C:20]([C:21](O)=[O:22])=[CH:19][NH:18][C:14]=2[N:15]=[CH:16][N:17]=1.[CH3:24][CH:25]([NH2:27])[CH3:26]. (7) Given the product [CH3:18][O:17][C:4]1[CH:5]=[C:6]([CH2:9][CH:10]=[O:11])[CH:7]=[CH:8][C:3]=1[C:1]#[N:2], predict the reactants needed to synthesize it. The reactants are: [C:1]([C:3]1[CH:8]=[CH:7][C:6]([CH:9]2[O:11][CH:10]2C(OCC)=O)=[CH:5][C:4]=1[O:17][CH3:18])#[N:2].CC[O-].[Na+].O. (8) Given the product [NH2:14][C:13]1[CH:12]=[C:11]([CH:15]([CH3:17])[CH3:16])[S:6][C:5]=1[C:4]([O:8][CH3:9])=[O:7], predict the reactants needed to synthesize it. The reactants are: C[O-].[Na+].[C:4]([O:8][CH3:9])(=[O:7])[CH2:5][SH:6].Cl[C:11]([CH:15]([CH3:17])[CH3:16])=[CH:12][C:13]#[N:14]. (9) Given the product [Cl:43][C:19]1[CH:20]=[CH:21][C:16]2[N:15]3[C:38]([C:37]([F:42])([F:36])[CH3:41])=[N:58][N:59]=[C:14]3[C@@H:13]([CH2:27][C:28]([O:30][CH2:31][CH3:32])=[O:29])[O:12][C@H:11]([C:4]3[CH:5]=[CH:6][CH:7]=[C:8]([O:9][CH3:10])[C:3]=3[O:2][CH3:1])[C:17]=2[CH:18]=1, predict the reactants needed to synthesize it. The reactants are: [CH3:1][O:2][C:3]1[C:8]([O:9][CH3:10])=[CH:7][CH:6]=[CH:5][C:4]=1[C@@H:11]1[C:17]2[CH:18]=[C:19](C(F)(F)F)[CH:20]=[CH:21][C:16]=2[NH:15][C:14](=S)[C@@H:13]([CH2:27][C:28]([O:30][CH2:31][CH3:32])=[O:29])[O:12]1.O.NN.[F:36][C:37]([F:42])([CH3:41])[C:38](O)=O.[ClH:43].C(N=C=NCCCN(C)C)C.O.ON1C2C=CC=CC=2[N:59]=[N:58]1. (10) Given the product [Cl:33][C:30]1[CH:29]=[CH:28][C:27]([C:5]2([CH3:26])[CH2:4][CH2:3][CH2:2][N:60]3[C:10]([C:11]4[CH:16]=[CH:15][C:14]([C:17]5[O:21][C:20]([CH3:22])=[N:19][CH:18]=5)=[C:13]([O:23][CH3:24])[CH:12]=4)=[N:9][N:8]=[C:6]23)=[CH:32][CH:31]=1, predict the reactants needed to synthesize it. The reactants are: Cl[CH2:2][CH2:3][CH2:4][C:5]([C:27]1[CH:32]=[CH:31][C:30]([Cl:33])=[CH:29][CH:28]=1)([CH3:26])[C:6]([NH:8][NH:9][C:10](=O)[C:11]1[CH:16]=[CH:15][C:14]([C:17]2[O:21][C:20]([CH3:22])=[N:19][CH:18]=2)=[C:13]([O:23][CH3:24])[CH:12]=1)=O.C(Cl)(Cl)(Cl)Cl.C1(P(C2C=CC=CC=2)C2C=CC=CC=2)C=CC=CC=1.C(#[N:60])C.